From a dataset of Catalyst prediction with 721,799 reactions and 888 catalyst types from USPTO. Predict which catalyst facilitates the given reaction. (1) Reactant: [CH3:1][O:2][C:3]1[CH:4]=[C:5]2[C:14](=[CH:15][CH:16]=1)[CH:13]([CH2:17]OS(C1C=CC(C)=CC=1)(=O)=O)[CH:12]([C:29]1[CH:34]=[CH:33][C:32]([O:35][CH3:36])=[CH:31][CH:30]=1)[CH:11]1[CH:6]2[CH2:7][CH2:8][CH2:9][CH2:10]1.[C-:37]#[N:38].[K+].CN(C=O)C.C(OCC)(=O)C. Product: [CH3:1][O:2][C:3]1[CH:4]=[C:5]2[C:14](=[CH:15][CH:16]=1)[CH:13]([CH2:17][C:37]#[N:38])[CH:12]([C:29]1[CH:30]=[CH:31][C:32]([O:35][CH3:36])=[CH:33][CH:34]=1)[CH:11]1[CH:6]2[CH2:7][CH2:8][CH2:9][CH2:10]1. The catalyst class is: 6. (2) Reactant: [CH:1]1[C:10]2[C:5](=[CH:6][CH:7]=[CH:8][CH:9]=2)[CH:4]=[C:3]([NH:11][C:12](=[O:42])[O:13][CH2:14][C@@H:15]([N:28]([CH3:41])[C:29]([NH:31][CH2:32][C:33]2[CH:38]=[CH:37][CH:36]=[C:35]([F:39])[C:34]=2[F:40])=[O:30])[CH2:16][CH2:17][CH2:18][O:19][P:20]([O:25]CC)([O:22]CC)=[O:21])[N:2]=1.[Si](I)(C)(C)C. Product: [CH:1]1[C:10]2[C:5](=[CH:6][CH:7]=[CH:8][CH:9]=2)[CH:4]=[C:3]([NH:11][C:12](=[O:42])[O:13][CH2:14][C@@H:15]([N:28]([CH3:41])[C:29]([NH:31][CH2:32][C:33]2[CH:38]=[CH:37][CH:36]=[C:35]([F:39])[C:34]=2[F:40])=[O:30])[CH2:16][CH2:17][CH2:18][O:19][P:20]([OH:25])([OH:22])=[O:21])[N:2]=1. The catalyst class is: 10.